This data is from Full USPTO retrosynthesis dataset with 1.9M reactions from patents (1976-2016). The task is: Predict the reactants needed to synthesize the given product. (1) Given the product [C:21]([C:19]1[CH:18]=[CH:17][C:16]([CH3:25])=[C:15]([C:14]#[C:13][C:10]2[CH:11]=[CH:12][C:7]([CH:6]=[CH:5][C:4]([OH:26])=[O:3])=[CH:8][CH:9]=2)[CH:20]=1)([CH3:24])([CH3:23])[CH3:22], predict the reactants needed to synthesize it. The reactants are: C([O:3][C:4](=[O:26])[CH:5]=[CH:6][C:7]1[CH:12]=[CH:11][C:10]([C:13]#[C:14][C:15]2[CH:20]=[C:19]([C:21]([CH3:24])([CH3:23])[CH3:22])[CH:18]=[CH:17][C:16]=2[CH3:25])=[CH:9][CH:8]=1)C.[OH-].[K+]. (2) Given the product [C:45]([O:48][CH:22]1[CH2:21][N:20]([CH2:34][CH2:35][CH2:36][CH2:37][CH2:38][CH2:39][C:40]([O:42][CH2:43][CH3:44])=[O:41])[C:10]2=[N:11][C:12]([C:13]3[CH:14]=[CH:15][C:16]([CH3:19])=[CH:17][CH:18]=3)=[C:7]([C:4]3[CH:3]=[CH:2][C:1]([CH3:32])=[CH:6][CH:5]=3)[N:8]=[C:9]2[CH:23]1[O:42][C:40](=[O:41])[CH3:39])(=[O:47])[CH3:46], predict the reactants needed to synthesize it. The reactants are: [C:1]1([CH3:32])[CH:6]=[CH:5][C:4]([C:7]2[N:8]=[C:9]3[CH:23](CC([O-])=O)[CH:22](CC([O-])=O)[CH2:21][NH:20][C:10]3=[N:11][C:12]=2[C:13]2[CH:18]=[CH:17][C:16]([CH3:19])=[CH:15][CH:14]=2)=[CH:3][CH:2]=1.O=[CH:34][CH2:35][CH2:36][CH2:37][CH2:38][CH2:39][C:40]([O:42][CH2:43][CH3:44])=[O:41].[C:45]([O:48][BH-]([O:48][C:45](=[O:47])[CH3:46])[O:48][C:45](=[O:47])[CH3:46])(=[O:47])[CH3:46].[Na+]. (3) Given the product [C:31]([OH:34])(=[O:33])[CH3:32].[CH2:1]([O:5][C:6]1[CH:11]=[CH:10][C:9]([CH2:12][C:13]([NH:16][CH2:17][C@@H:18]([C:20]2[C:28]3[S:27][C:26](=[O:29])[NH:25][C:24]=3[CH:23]=[C:22]([OH:30])[CH:21]=2)[OH:19])([CH3:14])[CH3:15])=[CH:8][CH:7]=1)[CH2:2][CH2:3][CH3:4], predict the reactants needed to synthesize it. The reactants are: [CH2:1]([O:5][C:6]1[CH:11]=[CH:10][C:9]([CH2:12][C:13]([NH:16][CH2:17][C@@H:18]([C:20]2[C:28]3[S:27][C:26](=[O:29])[NH:25][C:24]=3[CH:23]=[C:22]([OH:30])[CH:21]=2)[OH:19])([CH3:15])[CH3:14])=[CH:8][CH:7]=1)[CH2:2][CH2:3][CH3:4].[C:31]([OH:34])(=[O:33])[CH3:32]. (4) Given the product [CH3:1][O:2][C:3](=[O:4])[C:5]1[CH:10]=[CH:9][C:8]([NH:21][C:22]2[CH:27]=[CH:26][C:25]([CH:28]([CH3:42])[C:29]([C:35]3[CH:40]=[CH:39][N:38]=[C:37]([Cl:41])[CH:36]=3)([OH:34])[C:30]([F:31])([F:32])[F:33])=[C:24]([Cl:43])[CH:23]=2)=[CH:7][CH:6]=1, predict the reactants needed to synthesize it. The reactants are: [CH3:1][O:2][C:3]([C:5]1[CH:10]=[CH:9][C:8](B(O)O)=[CH:7][CH:6]=1)=[O:4].C(N(CC)CC)C.[NH2:21][C:22]1[CH:27]=[CH:26][C:25]([CH:28]([CH3:42])[C:29]([C:35]2[CH:40]=[CH:39][N:38]=[C:37]([Cl:41])[CH:36]=2)([OH:34])[C:30]([F:33])([F:32])[F:31])=[C:24]([Cl:43])[CH:23]=1.